Predict the reactants needed to synthesize the given product. From a dataset of Full USPTO retrosynthesis dataset with 1.9M reactions from patents (1976-2016). (1) Given the product [Cl:1][C:2]1[CH:7]=[CH:6][C:5]([O:8][C:29]2[CH:28]=[CH:27][CH:26]=[C:25]([S:22]([CH3:21])(=[O:24])=[O:23])[CH:30]=2)=[CH:4][C:3]=1[C:9]1[C:18]2[C:13](=[C:14]([O:19][CH3:20])[CH:15]=[CH:16][CH:17]=2)[N:12]=[CH:11][N:10]=1, predict the reactants needed to synthesize it. The reactants are: [Cl:1][C:2]1[CH:7]=[CH:6][C:5]([OH:8])=[CH:4][C:3]=1[C:9]1[C:18]2[C:13](=[C:14]([O:19][CH3:20])[CH:15]=[CH:16][CH:17]=2)[N:12]=[CH:11][N:10]=1.[CH3:21][S:22]([C:25]1[CH:26]=[C:27](B(O)O)[CH:28]=[CH:29][CH:30]=1)(=[O:24])=[O:23].N1C=CC=CC=1. (2) Given the product [CH2:15]([N:2]1[C:10]2[C:5](=[CH:6][C:7]([C:11]([O:13][CH3:14])=[O:12])=[CH:8][CH:9]=2)[CH2:4][CH2:3]1)[C:16]1[CH:21]=[CH:20][CH:19]=[CH:18][CH:17]=1, predict the reactants needed to synthesize it. The reactants are: Cl.[NH:2]1[C:10]2[C:5](=[CH:6][C:7]([C:11]([O:13][CH3:14])=[O:12])=[CH:8][CH:9]=2)[CH2:4][CH2:3]1.[CH:15](=O)[C:16]1[CH:21]=[CH:20][CH:19]=[CH:18][CH:17]=1.C(O[BH-](OC(=O)C)OC(=O)C)(=O)C.[Na+].[OH-].[Na+]. (3) Given the product [N:16]1([CH2:15][CH2:14][CH2:13][O:12][C:9]2[CH:8]=[CH:7][C:6]([CH2:5][C:4](=[O:22])[CH2:24][C:23]#[N:25])=[CH:11][CH:10]=2)[CH2:17][CH2:18][O:19][CH2:20][CH2:21]1, predict the reactants needed to synthesize it. The reactants are: C(O[C:4](=[O:22])[CH2:5][C:6]1[CH:11]=[CH:10][C:9]([O:12][CH2:13][CH2:14][CH2:15][N:16]2[CH2:21][CH2:20][O:19][CH2:18][CH2:17]2)=[CH:8][CH:7]=1)C.[C:23](#[N:25])[CH3:24].C([Li])CCC. (4) Given the product [C:16]([C:20]1[CH:25]=[C:24]([C:26]([CH3:29])([CH3:28])[CH3:27])[CH:23]=[C:22]([CH:12]([C:11]2[CH:14]=[CH:15][C:8]([F:7])=[CH:9][CH:10]=2)[N:1]2[CH2:6][CH2:5][CH2:4][CH2:3][CH2:2]2)[C:21]=1[OH:30])([CH3:19])([CH3:18])[CH3:17], predict the reactants needed to synthesize it. The reactants are: [NH:1]1[CH2:6][CH2:5][CH2:4][CH2:3][CH2:2]1.[F:7][C:8]1[CH:15]=[CH:14][C:11]([CH:12]=O)=[CH:10][CH:9]=1.[C:16]([C:20]1[CH:25]=[C:24]([C:26]([CH3:29])([CH3:28])[CH3:27])[CH:23]=[CH:22][C:21]=1[OH:30])([CH3:19])([CH3:18])[CH3:17]. (5) Given the product [CH3:37][S:38]([O:17][CH2:16][CH2:15][C@H:9]1[O:8][C@H:7]([C:18]2[C:23]([F:24])=[CH:22][CH:21]=[C:20]([O:25][CH3:26])[C:19]=2[O:27][CH3:28])[C:6]2[CH:29]=[C:2]([Cl:1])[CH:3]=[CH:4][C:5]=2[N:11]2[CH:12]=[CH:13][CH:14]=[C:10]12)(=[O:40])=[O:39], predict the reactants needed to synthesize it. The reactants are: [Cl:1][C:2]1[CH:3]=[CH:4][C:5]2[N:11]3[CH:12]=[CH:13][CH:14]=[C:10]3[C@@H:9]([CH2:15][CH2:16][OH:17])[O:8][C@H:7]([C:18]3[C:23]([F:24])=[CH:22][CH:21]=[C:20]([O:25][CH3:26])[C:19]=3[O:27][CH3:28])[C:6]=2[CH:29]=1.C(N(CC)CC)C.[CH3:37][S:38](Cl)(=[O:40])=[O:39]. (6) Given the product [CH:7]([OH:8])=[O:6].[Cl:36][C:31]1[C:30]([CH3:37])=[N:29][C:28]2[N:33]([N:34]=[C:26]3[CH2:25][N:24]([C:22]([C:17]4[CH:18]=[CH:19][CH:20]=[CH:21][C:16]=4[O:15][CH2:14][CH:11]4[CH2:12][CH2:13][NH:9][CH2:10]4)=[O:23])[CH2:38][C:27]3=2)[C:32]=1[CH3:35], predict the reactants needed to synthesize it. The reactants are: Cl.C([O:6][C:7]([N:9]1[CH2:13][CH2:12][CH:11]([CH2:14][O:15][C:16]2[CH:21]=[CH:20][CH:19]=[CH:18][C:17]=2[C:22]([N:24]2[CH2:38][C:27]3=[C:28]4[N:33]([N:34]=[C:26]3[CH2:25]2)[C:32]([CH3:35])=[C:31]([Cl:36])[C:30]([CH3:37])=[N:29]4)=[O:23])[CH2:10]1)=[O:8])(C)(C)C.O.